Dataset: Catalyst prediction with 721,799 reactions and 888 catalyst types from USPTO. Task: Predict which catalyst facilitates the given reaction. (1) Reactant: [CH:1]1([CH2:7][C:8]2[N:9]=[C:10]([NH2:13])[S:11][CH:12]=2)[CH2:6][CH2:5][CH2:4][CH2:3][CH2:2]1.C1C(=O)N([Br:21])C(=O)C1. Product: [Br:21][C:12]1[S:11][C:10]([NH2:13])=[N:9][C:8]=1[CH2:7][CH:1]1[CH2:2][CH2:3][CH2:4][CH2:5][CH2:6]1. The catalyst class is: 144. (2) Reactant: [OH:1][C:2]1[CH:9]=[C:8]([OH:10])[CH:7]=[CH:6][C:3]=1[CH:4]=[O:5].C(=O)(O)[O-].[K+].Br[CH2:17][CH2:18][CH2:19][OH:20].O. Product: [OH:1][C:2]1[CH:9]=[C:8]([O:10][CH2:17][CH2:18][CH2:19][OH:20])[CH:7]=[CH:6][C:3]=1[CH:4]=[O:5]. The catalyst class is: 10. (3) Reactant: [CH2:1]([C:7]1([CH:14]=[O:15])[CH2:12][CH:11]2[CH2:13][CH:8]1[CH:9]=[CH:10]2)[CH2:2][CH2:3][CH2:4][CH2:5][CH3:6].[Cl-].[Al+3].[Cl-].[Cl-].S(=O)(=O)(O)O. Product: [CH2:1]([CH:7]1[CH2:12][CH:11]2[CH2:10][CH:9]([CH:8]=[CH:13]2)[C:14]1=[O:15])[CH2:2][CH2:3][CH2:4][CH2:5][CH3:6]. The catalyst class is: 11. (4) Reactant: [NH2:1][C:2]1[CH:7]=[CH:6][C:5]([C:8]2[C:13]([C:14]#[N:15])=[C:12]([Cl:16])[N:11]=[CH:10][CH:9]=2)=[CH:4][CH:3]=1.[N:17]([C:20]1[CH:25]=[CH:24][CH:23]=[C:22]([CH3:26])[CH:21]=1)=[C:18]=[O:19]. Product: [Cl:16][C:12]1[C:13]([C:14]#[N:15])=[C:8]([C:5]2[CH:4]=[CH:3][C:2]([NH:1][C:18]([NH:17][C:20]3[CH:21]=[C:22]([CH3:26])[CH:23]=[CH:24][CH:25]=3)=[O:19])=[CH:7][CH:6]=2)[CH:9]=[CH:10][N:11]=1. The catalyst class is: 168.